Dataset: Catalyst prediction with 721,799 reactions and 888 catalyst types from USPTO. Task: Predict which catalyst facilitates the given reaction. Product: [NH3:1].[CH2:11]1[C:5]2[CH:4]=[CH:3][C:2]([NH2:1])=[CH:13][C:6]=2[CH2:7][CH2:8][CH2:9][NH:10]1. The catalyst class is: 1. Reactant: [NH2:1][C:2]1[CH:3]=[CH:4][C:5]2[C:11](=O)[NH:10][CH2:9][CH2:8][CH2:7][C:6]=2[CH:13]=1.B.CO.